Predict the reactants needed to synthesize the given product. From a dataset of Retrosynthesis with 50K atom-mapped reactions and 10 reaction types from USPTO. Given the product Cc1nc2ccccc2nc1CCC#Cc1cccc(CF)n1, predict the reactants needed to synthesize it. The reactants are: C#CCCc1nc2ccccc2nc1C.FCc1cccc(Br)n1.